This data is from Forward reaction prediction with 1.9M reactions from USPTO patents (1976-2016). The task is: Predict the product of the given reaction. (1) Given the reactants [NH:1]1[C:5]2[CH:6]=[CH:7][CH:8]=[CH:9][C:4]=2[N:3]=[C:2]1[CH2:10][O:11][C:12]1[C:19]([O:20][CH3:21])=[CH:18][C:15]([CH:16]=[O:17])=[C:14]([F:22])[CH:13]=1.[CH3:23]N(C)C=O.[H-].[Na+].CI, predict the reaction product. The product is: [F:22][C:14]1[CH:13]=[C:12]([O:11][CH2:10][C:2]2[N:3]([CH3:23])[C:4]3[CH:9]=[CH:8][CH:7]=[CH:6][C:5]=3[N:1]=2)[C:19]([O:20][CH3:21])=[CH:18][C:15]=1[CH:16]=[O:17]. (2) Given the reactants Cl[C:2]1[C:11]2[C:6](=[CH:7][CH:8]=[CH:9][CH:10]=2)[N:5]=[CH:4][C:3]=1[NH:12][C:13](=O)[C:14]1[CH:19]=[CH:18][CH:17]=[CH:16][CH:15]=1.Cl.[CH3:22][O:23][NH2:24].C(O)(C)C.C(O)C, predict the reaction product. The product is: [CH3:22][O:23][N:24]1[C:2]2[C:11]3[CH:10]=[CH:9][CH:8]=[CH:7][C:6]=3[N:5]=[CH:4][C:3]=2[N:12]=[C:13]1[C:14]1[CH:19]=[CH:18][CH:17]=[CH:16][CH:15]=1. (3) Given the reactants C[O:2][C:3]([C:5]1([C:11]2[C:16]([CH3:17])=[CH:15][C:14]([Br:18])=[CH:13][N:12]=2)[CH2:10][CH2:9][O:8][CH2:7][CH2:6]1)=[O:4].[OH-].[Na+], predict the reaction product. The product is: [Br:18][C:14]1[CH:15]=[C:16]([CH3:17])[C:11]([C:5]2([C:3]([OH:4])=[O:2])[CH2:10][CH2:9][O:8][CH2:7][CH2:6]2)=[N:12][CH:13]=1. (4) Given the reactants [C@@H:1]1([N:10]2[C:19]3[N:18]=[CH:17][N:16]=[C:14]([NH2:15])[C:13]=3[N:12]=[CH:11]2)[O:9][C@H:6]([CH2:7][OH:8])[C@@H:4]([OH:5])[C@H:2]1[OH:3].[C:20]([O-:23])(=O)[CH3:21].[Na+], predict the reaction product. The product is: [CH:2]1([C@@:1]2([N:10]3[C:19]4[N:18]=[CH:17][N:16]=[C:14]([NH2:15])[C:13]=4[N:12]=[CH:11]3)[O:9][C@H:6]([CH2:7][OH:8])[C@@H:4]([OH:5])[C@H:2]2[OH:3])[O:3][C@H:21]([CH2:20][OH:23])[C@@H:7]([OH:8])[C@H:6]([OH:9])[C@H:4]1[OH:5].